This data is from Full USPTO retrosynthesis dataset with 1.9M reactions from patents (1976-2016). The task is: Predict the reactants needed to synthesize the given product. (1) Given the product [NH2:1][C:2]1[N:10]=[CH:9][N:8]=[C:7]2[C:3]=1[N:4]=[C:5]([S:14][C:15]1[S:16][C:17]3[C:23]([Cl:24])=[CH:22][CH:21]=[CH:20][C:18]=3[N:19]=1)[N:6]2[CH2:11][CH2:12][O:13][S:26]([CH3:25])(=[O:28])=[O:27], predict the reactants needed to synthesize it. The reactants are: [NH2:1][C:2]1[N:10]=[CH:9][N:8]=[C:7]2[C:3]=1[N:4]=[C:5]([S:14][C:15]1[S:16][C:17]3[C:23]([Cl:24])=[CH:22][CH:21]=[CH:20][C:18]=3[N:19]=1)[N:6]2[CH2:11][CH2:12][OH:13].[CH3:25][S:26](Cl)(=[O:28])=[O:27].C(N(CC)CC)C. (2) Given the product [Cl:13][C:5]1[NH:4][CH:8]=[C:7]([N+:9]([O-:11])=[O:10])[N:6]=1, predict the reactants needed to synthesize it. The reactants are: COC[N:4]1[CH:8]=[C:7]([N+:9]([O-:11])=[O:10])[N:6]=[C:5]1Br.[ClH:13]. (3) Given the product [CH2:1]([CH:3]1[CH2:7][CH:6]([CH2:8][SH:21])[CH2:5][CH:4]1[C:9]([O:11][CH2:12][CH3:13])=[O:10])[CH3:2], predict the reactants needed to synthesize it. The reactants are: [CH2:1]([CH:3]1[CH2:7][C:6](=[CH2:8])[CH2:5][CH:4]1[C:9]([O:11][CH2:12][CH3:13])=[O:10])[CH3:2].C1([Si](C2C=CC=CC=2)(C2C=CC=CC=2)[SH:21])C=CC=CC=1.N(C(C)(C)C#N)=NC(C)(C)C#N.C(O)(C(F)(F)F)=O. (4) Given the product [Br:33][C:34]1[N:38]=[C:37]([N:14]2[CH2:13][CH2:12][CH:11]([N:8]3[CH2:9][CH2:10][C@H:6]([O:5][C:4]4[CH:18]=[CH:19][C:20]([S:22]([CH3:25])(=[O:24])=[O:23])=[CH:21][C:3]=4[F:2])[C:7]3=[O:17])[CH2:16][CH2:15]2)[S:36][N:35]=1, predict the reactants needed to synthesize it. The reactants are: Cl.[F:2][C:3]1[CH:21]=[C:20]([S:22]([CH3:25])(=[O:24])=[O:23])[CH:19]=[CH:18][C:4]=1[O:5][C@H:6]1[CH2:10][CH2:9][N:8]([CH:11]2[CH2:16][CH2:15][NH:14][CH2:13][CH2:12]2)[C:7]1=[O:17].C(N(CC)CC)C.[Br:33][C:34]1[N:38]=[C:37](Cl)[S:36][N:35]=1. (5) Given the product [C:1]([O:4][C:5]1[CH:6]=[C:7]([C:18]2[CH:23]=[CH:22][CH:21]=[CH:20][CH:19]=2)[C:8]([O:17][CH2:25][C:26]([O:28][CH2:29][CH3:30])=[O:27])=[C:9]([C:11]2[CH:16]=[CH:15][CH:14]=[CH:13][CH:12]=2)[CH:10]=1)(=[O:3])[CH3:2], predict the reactants needed to synthesize it. The reactants are: [C:1]([O:4][C:5]1[CH:10]=[C:9]([C:11]2[CH:16]=[CH:15][CH:14]=[CH:13][CH:12]=2)[C:8]([OH:17])=[C:7]([C:18]2[CH:23]=[CH:22][CH:21]=[CH:20][CH:19]=2)[CH:6]=1)(=[O:3])[CH3:2].Br[CH2:25][C:26]([O:28][CH2:29][CH3:30])=[O:27].C(=O)([O-])[O-].[K+].[K+]. (6) Given the product [N:33]1[CH:34]=[CH:35][N:36]=[CH:37][C:32]=1[CH2:30][CH2:31][N:2]1[C:10]2[C:5](=[CH:6][C:7]([NH:11][C:12]([C:14]3[C:15]([C:20]4[CH:21]=[CH:22][C:23]([C:26]([F:27])([F:28])[F:29])=[CH:24][CH:25]=4)=[CH:16][CH:17]=[CH:18][CH:19]=3)=[O:13])=[CH:8][CH:9]=2)[CH2:4][CH2:3]1, predict the reactants needed to synthesize it. The reactants are: Cl.[NH:2]1[C:10]2[C:5](=[CH:6][C:7]([NH:11][C:12]([C:14]3[C:15]([C:20]4[CH:25]=[CH:24][C:23]([C:26]([F:29])([F:28])[F:27])=[CH:22][CH:21]=4)=[CH:16][CH:17]=[CH:18][CH:19]=3)=[O:13])=[CH:8][CH:9]=2)[CH2:4][CH2:3]1.[CH:30]([C:32]1[CH:37]=[N:36][CH:35]=[CH:34][N:33]=1)=[CH2:31].C(O)(=O)C.